From a dataset of Full USPTO retrosynthesis dataset with 1.9M reactions from patents (1976-2016). Predict the reactants needed to synthesize the given product. The reactants are: [CH3:1][C:2]1([CH3:17])[C:11]2[C:6](=[C:7]([CH3:16])[CH:8]=[C:9]([C:13]([OH:15])=[O:14])[C:10]=2[CH3:12])S[CH2:4][CH2:3]1.OO.[S:20]([O-:23])(O)=[O:21].[Na+]. Given the product [CH3:17][C:2]1([CH3:1])[C:11]2[C:6](=[C:7]([CH3:16])[CH:8]=[C:9]([C:13]([OH:15])=[O:14])[C:10]=2[CH3:12])[S:20](=[O:23])(=[O:21])[CH2:4][CH2:3]1, predict the reactants needed to synthesize it.